From a dataset of Catalyst prediction with 721,799 reactions and 888 catalyst types from USPTO. Predict which catalyst facilitates the given reaction. (1) Reactant: [Br:1][C:2]1[CH:7]=[CH:6][CH:5]=[C:4](F)[N:3]=1.[NH2:9][CH2:10][C:11]1([C:17]#[N:18])[CH2:16][CH2:15][O:14][CH2:13][CH2:12]1.C(N(CC)CC)C. Product: [Br:1][C:2]1[N:3]=[C:4]([NH:18][CH2:17][C:11]2([C:10]#[N:9])[CH2:16][CH2:15][O:14][CH2:13][CH2:12]2)[CH:5]=[CH:6][CH:7]=1. The catalyst class is: 197. (2) Reactant: [Cl:1][C:2]1[CH:28]=[CH:27][C:5]([O:6][C:7]2[CH:12]=[CH:11][C:10]([N:13]3[C@@H:17]([C:18]4[CH:23]=[CH:22][CH:21]=[CH:20][CH:19]=4)[C@H:16]([CH2:24][OH:25])[O:15][C:14]3=[O:26])=[CH:9][CH:8]=2)=[CH:4][CH:3]=1.[CH:29]([N:32]=[C:33]=[O:34])([CH3:31])[CH3:30].O.C(OCC)(=O)C. Product: [CH:29]([NH:32][C:33](=[O:34])[O:25][CH2:24][C@@H:16]1[O:15][C:14](=[O:26])[N:13]([C:10]2[CH:9]=[CH:8][C:7]([O:6][C:5]3[CH:4]=[CH:3][C:2]([Cl:1])=[CH:28][CH:27]=3)=[CH:12][CH:11]=2)[C@H:17]1[C:18]1[CH:23]=[CH:22][CH:21]=[CH:20][CH:19]=1)([CH3:31])[CH3:30]. The catalyst class is: 3. (3) Reactant: C([O:3][C:4](=[O:35])[C:5]1[CH:10]=[CH:9][CH:8]=[C:7]([N:11]2[C:15]([CH3:16])=[CH:14][CH:13]=[C:12]2[C:17]2[CH:22]=[C:21]([C:23]([F:26])([F:25])[F:24])[CH:20]=[CH:19][C:18]=2[O:27][CH2:28][C:29]2[CH:34]=[CH:33][CH:32]=[CH:31][CH:30]=2)[CH:6]=1)C.[OH-].[Na+].CCO. Product: [F:26][C:23]([F:24])([F:25])[C:21]1[CH:20]=[CH:19][C:18]([O:27][CH2:28][C:29]2[CH:30]=[CH:31][CH:32]=[CH:33][CH:34]=2)=[C:17]([C:12]2[N:11]([C:7]3[CH:6]=[C:5]([CH:10]=[CH:9][CH:8]=3)[C:4]([OH:35])=[O:3])[C:15]([CH3:16])=[CH:14][CH:13]=2)[CH:22]=1. The catalyst class is: 25.